Predict the reaction yield, written as a fraction of the theoretical maximum amount of product (1.0 means a 100% yield; for example, 0.34 means a 34% yield). From a dataset of Reaction yield outcomes from USPTO patents with 853,638 reactions. The reactants are [CH2:1]([C:4]([CH2:13][CH:14]=[CH2:15])([C:9]([O:11]C)=[O:10])[C:5]([O:7]C)=[O:6])[CH:2]=[CH2:3].[OH-].[K+].[N+]([O-])(O)=O.[N+]([O-])([O-])=O.[Ag+:26]. The catalyst is O. The yield is 0.960. The product is [CH2:13]([C:4]([CH2:1][CH:2]=[CH2:3])([C:9]([O-:11])=[O:10])[C:5]([O-:7])=[O:6])[CH:14]=[CH2:15].[Ag+2:26].